This data is from Catalyst prediction with 721,799 reactions and 888 catalyst types from USPTO. The task is: Predict which catalyst facilitates the given reaction. (1) Reactant: [C:1]([O:5][C:6]([NH:8][CH2:9][C@@H:10]1[CH2:12][C@H:11]1[C:13]([O:15]CC)=[O:14])=[O:7])([CH3:4])([CH3:3])[CH3:2].[Li+].[OH-]. Product: [C:1]([O:5][C:6]([NH:8][CH2:9][C@@H:10]1[CH2:12][C@H:11]1[C:13]([OH:15])=[O:14])=[O:7])([CH3:4])([CH3:2])[CH3:3]. The catalyst class is: 5. (2) Reactant: [Br:1]Br.[F:3][C:4]1[CH:9]=[CH:8][C:7]([C:10]2[CH:15]=[N:14][N:13]3[CH:16]=[CH:17][N:18]=[C:12]3[CH:11]=2)=[CH:6][CH:5]=1.C([O-])(=O)C.[Na+].C(=O)([O-])O.[Na+]. Product: [Br:1][C:16]1[N:13]2[N:14]=[CH:15][C:10]([C:7]3[CH:6]=[CH:5][C:4]([F:3])=[CH:9][CH:8]=3)=[CH:11][C:12]2=[N:18][CH:17]=1. The catalyst class is: 342. (3) Reactant: [Cl:1][C:2]1[CH:7]=[CH:6][C:5]([S:8]([NH:11][C:12]2[C:13]([C:19]([C:21]3[CH:26]=[CH:25][N:24]=[C:23](Cl)[C:22]=3[Cl:28])=[O:20])=[N:14][CH:15]=[C:16]([Cl:18])[CH:17]=2)(=[O:10])=[O:9])=[CH:4][C:3]=1[C:29]([F:32])([F:31])[F:30].C(O)=[O:34].O.C(=O)(O)[O-].[Na+]. Product: [Cl:1][C:2]1[CH:7]=[CH:6][C:5]([S:8]([NH:11][C:12]2[C:13]([C:19]([C:21]3[CH:26]=[CH:25][N:24]=[C:23]([OH:34])[C:22]=3[Cl:28])=[O:20])=[N:14][CH:15]=[C:16]([Cl:18])[CH:17]=2)(=[O:9])=[O:10])=[CH:4][C:3]=1[C:29]([F:30])([F:31])[F:32]. The catalyst class is: 25. (4) Product: [OH:8][C:6]1[CH:7]=[C:2]2[C:3]([C:9](=[O:18])[C:10]([C:11]3[CH:16]=[CH:15][C:14]([OH:17])=[CH:13][CH:12]=3)=[C:19]([CH:20]([CH3:22])[CH3:21])[O:1]2)=[CH:4][CH:5]=1. Reactant: [OH:1][C:2]1[CH:7]=[C:6]([OH:8])[CH:5]=[CH:4][C:3]=1[C:9](=[O:18])[CH2:10][C:11]1[CH:16]=[CH:15][C:14]([OH:17])=[CH:13][CH:12]=1.[C:19](O[C:19](=O)[CH:20]([CH3:22])[CH3:21])(=O)[CH:20]([CH3:22])[CH3:21].O.Cl. The catalyst class is: 66. (5) Reactant: [CH:1]1([C:4]2[C:5]([NH:24][S:25]([CH3:28])(=[O:27])=[O:26])=[CH:6][C:7]3[O:11][C:10]([C:12]4[CH:17]=[CH:16][C:15]([F:18])=[CH:14][CH:13]=4)=[C:9]([C:19]([NH:21][CH3:22])=[O:20])[C:8]=3[CH:23]=2)[CH2:3][CH2:2]1.F[C:30]1[CH:35]=[CH:34][C:33]([N+:36]([O-:38])=[O:37])=[CH:32][C:31]=1[F:39].C(=O)([O-])[O-].[K+].[K+]. Product: [CH:1]1([C:4]2[C:5]([N:24]([C:30]3[CH:35]=[CH:34][C:33]([N+:36]([O-:38])=[O:37])=[CH:32][C:31]=3[F:39])[S:25]([CH3:28])(=[O:27])=[O:26])=[CH:6][C:7]3[O:11][C:10]([C:12]4[CH:17]=[CH:16][C:15]([F:18])=[CH:14][CH:13]=4)=[C:9]([C:19]([NH:21][CH3:22])=[O:20])[C:8]=3[CH:23]=2)[CH2:3][CH2:2]1. The catalyst class is: 149. (6) Reactant: [N:1]1C=CC=CC=1.S(Cl)(Cl)=O.[CH3:11][C:12]1[C:20]([CH3:21])=[CH:19][CH:18]=[C:17]2[C:13]=1[CH:14]=[C:15]([C:27]([OH:29])=O)[N:16]2[CH2:22][CH2:23][CH2:24][C:25]#[N:26].Cl.[CH:31]1([CH2:37][CH2:38][N:39]2[C:43]([C:44]3[CH:49]=[C:48]([O:50][CH3:51])[C:47]([Cl:52])=[CH:46][C:45]=3[O:53][CH3:54])=[N:42][C:41]([NH2:55])=[N:40]2)[CH2:36][CH2:35][CH2:34][CH2:33][CH2:32]1. Product: [CH:31]1([CH2:37][CH2:38][N:39]2[C:43]([C:44]3[CH:49]=[C:48]([O:50][CH3:51])[C:47]([Cl:52])=[CH:46][C:45]=3[O:53][CH3:54])=[N:42][C:41]([NH:55][NH:1][C:27]([C:15]3[N:16]([CH2:22][CH2:23][CH2:24][C:25]#[N:26])[C:17]4[C:13]([CH:14]=3)=[C:12]([CH3:11])[C:20]([CH3:21])=[CH:19][CH:18]=4)=[O:29])=[N:40]2)[CH2:36][CH2:35][CH2:34][CH2:33][CH2:32]1. The catalyst class is: 4. (7) Reactant: [CH3:1][C@H:2]1[CH2:7][NH:6][C@H:5]([CH3:8])[CH2:4][N:3]1[C:9]1[CH:16]=[CH:15][C:12]([C:13]#[N:14])=[C:11]([C:17]([F:20])([F:19])[F:18])[CH:10]=1.[S:21]([NH2:25])(N)(=[O:23])=[O:22].[F:26][C:27]1[CH:33]=[CH:32][C:30](N)=[CH:29][CH:28]=1. Product: [C:13]([C:12]1[CH:15]=[CH:16][C:9]([N:3]2[C@H:2]([CH3:1])[CH2:7][N:6]([S:21]([NH:25][C:30]3[CH:32]=[CH:33][C:27]([F:26])=[CH:28][CH:29]=3)(=[O:23])=[O:22])[C@@H:5]([CH3:8])[CH2:4]2)=[CH:10][C:11]=1[C:17]([F:20])([F:19])[F:18])#[N:14]. The catalyst class is: 17.